The task is: Binary Classification. Given a drug SMILES string, predict its activity (active/inactive) in a high-throughput screening assay against a specified biological target.. This data is from Tyrosyl-DNA phosphodiesterase HTS with 341,365 compounds. (1) The drug is s1c2c(CCCC2)c2c1nc(sc2=O)N. The result is 0 (inactive). (2) The compound is S(=O)(=O)(N1CCCCC1)c1cc(c(cc1)C)C(=O)Nc1ccc(S(=O)(=O)Nc2ncccn2)cc1. The result is 1 (active). (3) The drug is Clc1cc(C2=NN(C(C2c2ccccc2)CO)c2ccccc2)ccc1. The result is 1 (active). (4) The drug is S1(=O)(=O)CC(NC(=O)CSc2c(ccc(c2)C)C)CC1. The result is 0 (inactive). (5) The molecule is S(=O)(=O)(NCC1CCC(CC1)C(=O)NCc1sccc1)c1c2nsnc2ccc1. The result is 0 (inactive).